Dataset: Reaction yield outcomes from USPTO patents with 853,638 reactions. Task: Predict the reaction yield, written as a fraction of the theoretical maximum amount of product (1.0 means a 100% yield; for example, 0.34 means a 34% yield). The reactants are [F:1][C:2]1[CH:3]=[C:4]([CH:7]=[C:8]([F:11])[C:9]=1[F:10])[NH:5][CH3:6].Br.Br[CH:14]([C:16]1[CH:17]=[C:18]([C:33]([N:35]([CH3:37])[CH3:36])=[O:34])[CH:19]=[C:20]2[C:25]=1[O:24][C:23]([N:26]1[CH2:31][CH2:30][O:29][CH2:28][CH2:27]1)=[CH:22][C:21]2=[O:32])[CH3:15]. No catalyst specified. The product is [CH3:36][N:35]([CH3:37])[C:33]([C:18]1[CH:19]=[C:20]2[C:25](=[C:16]([CH:14]([N:5]([CH3:6])[C:4]3[CH:7]=[C:8]([F:11])[C:9]([F:10])=[C:2]([F:1])[CH:3]=3)[CH3:15])[CH:17]=1)[O:24][C:23]([N:26]1[CH2:31][CH2:30][O:29][CH2:28][CH2:27]1)=[CH:22][C:21]2=[O:32])=[O:34]. The yield is 0.361.